Dataset: In vitro SARS-CoV-2 activity screen of 1,480 approved drugs from Prestwick library. Task: Binary Classification. Given a drug SMILES string, predict its activity (active/inactive) in a high-throughput screening assay against a specified biological target. (1) The drug is CC(C)c1ccc2oc3nc(N)c(C(=O)O)cc3c(=O)c2c1. The result is 0 (inactive). (2) The compound is CN1CCC(OC(c2ccccc2)c2ccccc2)CC1.Cl. The result is 0 (inactive). (3) The molecule is CC(C)Nc1cccnc1N1CCN(C(=O)c2cc3cc(NS(C)(=O)=O)ccc3[nH]2)CC1. The result is 0 (inactive). (4) The drug is CC(c1cc2ccccc2s1)N(O)C(N)=O. The result is 0 (inactive). (5) The molecule is CC(=O)Nc1ccc(OCC(O)CNC(C)C)cc1. The result is 0 (inactive). (6) The drug is CCN(CC)CCCC(C)Nc1ccnc2cc(Cl)ccc12.O=P(O)(O)O.O=P(O)(O)O. The result is 1 (active).